From a dataset of Cav3 T-type calcium channel HTS with 100,875 compounds. Binary Classification. Given a drug SMILES string, predict its activity (active/inactive) in a high-throughput screening assay against a specified biological target. (1) The drug is O=C(N)c1c(N)cccc1. The result is 0 (inactive). (2) The result is 1 (active). The compound is Cl\C(Cl)=C/C1C(C1C(OCCn1nc(cc1C)C)=O)(C)C. (3) The molecule is O(C1(OC)N=C(N)C2(C1(C2c1cc(OC)ccc1)C#N)C#N)C. The result is 0 (inactive). (4) The drug is O=C(N\N=C\c1ccc(N(C)C)cc1)C1C(C1)CCCCC. The result is 0 (inactive).